From a dataset of Reaction yield outcomes from USPTO patents with 853,638 reactions. Predict the reaction yield, written as a fraction of the theoretical maximum amount of product (1.0 means a 100% yield; for example, 0.34 means a 34% yield). (1) The reactants are [N-:1]=[N+]=[N-].[Na+].[Br:5][C:6]1[CH:7]=[C:8]2[C:12](=[CH:13][CH:14]=1)[C:11](=[O:15])[CH2:10][CH2:9]2.CS(O)(=O)=O.[OH-].[Na+]. The catalyst is ClCCl. The product is [Br:5][C:6]1[CH:7]=[C:8]2[C:12](=[CH:13][CH:14]=1)[C:11](=[O:15])[NH:1][CH2:10][CH2:9]2. The yield is 0.600. (2) The reactants are [F:1][C:2]([F:16])([F:15])[O:3][C:4]1[CH:12]=[C:11]([CH:13]=[CH2:14])[CH:10]=[CH:9][C:5]=1[C:6]([OH:8])=[O:7].Br[CH:18]([C:23]1[CH:28]=[C:27]([Cl:29])[C:26]([F:30])=[C:25]([Cl:31])[CH:24]=1)[C:19]([F:22])([F:21])[F:20].N1C=CC=CC=1C1C=CC=CN=1. The catalyst is CN1CCCC1.O.[Cu]Cl. The product is [Cl:29][C:27]1[CH:28]=[C:23]([CH:18]([C:19]([F:22])([F:21])[F:20])/[CH:14]=[CH:13]/[C:11]2[CH:10]=[CH:9][C:5]([C:6]([OH:8])=[O:7])=[C:4]([O:3][C:2]([F:15])([F:16])[F:1])[CH:12]=2)[CH:24]=[C:25]([Cl:31])[C:26]=1[F:30]. The yield is 0.210.